Predict the reaction yield, written as a fraction of the theoretical maximum amount of product (1.0 means a 100% yield; for example, 0.34 means a 34% yield). From a dataset of Reaction yield outcomes from USPTO patents with 853,638 reactions. The reactants are C(N(CC)CC)C.[Br:8][C:9]1[CH:10]=[C:11]([CH2:16][CH3:17])[C:12]([OH:15])=[N:13][CH:14]=1.[C:18]([Si:22]([CH3:25])([CH3:24])Cl)([CH3:21])([CH3:20])[CH3:19].O. The catalyst is C(Cl)Cl. The product is [Br:8][C:9]1[CH:10]=[C:11]([CH2:16][CH3:17])[C:12]([O:15][Si:22]([C:18]([CH3:21])([CH3:20])[CH3:19])([CH3:25])[CH3:24])=[N:13][CH:14]=1. The yield is 0.990.